Task: Predict the reactants needed to synthesize the given product.. Dataset: Full USPTO retrosynthesis dataset with 1.9M reactions from patents (1976-2016) (1) Given the product [CH:26]([C:21]1[CH:22]=[C:23]2[C:18](=[CH:19][CH:20]=1)[CH2:17][C@@H:16]([N:2]([CH3:1])[C:3]([C:5]1[CH:10]=[CH:9][C:8]([O:11][CH2:12][CH:13]3[CH2:15][CH2:14]3)=[CH:7][N:6]=1)=[O:4])[CH2:25][CH2:24]2)=[O:31], predict the reactants needed to synthesize it. The reactants are: [CH3:1][N:2]([C@H:16]1[CH2:25][CH2:24][C:23]2[C:18](=[CH:19][CH:20]=[C:21]([CH:26]=C)[CH:22]=2)[CH2:17]1)[C:3]([C:5]1[CH:10]=[CH:9][C:8]([O:11][CH2:12][CH:13]2[CH2:15][CH2:14]2)=[CH:7][N:6]=1)=[O:4].CC([OH:31])C.O.I([O-])(=O)(=O)=O.[Na+]. (2) Given the product [F:1][C:2]1[CH:7]=[CH:6][C:5]([CH:8]=[C:9]([C:21]2[CH:22]=[CH:23][C:24]3[O:29][CH2:28][C:27](=[O:30])[NH:26][C:25]=3[CH:31]=2)[CH:10]=[O:11])=[CH:4][CH:3]=1, predict the reactants needed to synthesize it. The reactants are: [F:1][C:2]1[CH:7]=[CH:6][C:5]([CH:8]=[C:9](I)[CH:10]=[O:11])=[CH:4][CH:3]=1.CC1(C)C(C)(C)OB([C:21]2[CH:22]=[CH:23][C:24]3[O:29][CH2:28][C:27](=[O:30])[NH:26][C:25]=3[CH:31]=2)O1.C([O-])([O-])=O.[Cs+].[Cs+].C1COCC1. (3) Given the product [CH3:22][C@H:11]1[CH2:10][C@@H:9]([O:8][S:24]([CH3:23])(=[O:26])=[O:25])[CH2:14][CH2:13][N:12]1[C:15]([O:17][C:18]([CH3:21])([CH3:20])[CH3:19])=[O:16], predict the reactants needed to synthesize it. The reactants are: C(N(CC)CC)C.[OH:8][C@H:9]1[CH2:14][CH2:13][N:12]([C:15]([O:17][C:18]([CH3:21])([CH3:20])[CH3:19])=[O:16])[C@@H:11]([CH3:22])[CH2:10]1.[CH3:23][S:24](Cl)(=[O:26])=[O:25]. (4) Given the product [CH2:3]([C:2]1([CH3:1])[CH:5]=[CH:6][C:9]2[C:8](=[CH:15][CH:14]=[C:11]([CH:12]=[O:13])[CH:10]=2)[O:7]1)[CH3:4], predict the reactants needed to synthesize it. The reactants are: [CH3:1][C:2]([O:7][C:8]1[CH:15]=[CH:14][C:11]([CH:12]=[O:13])=[CH:10][CH:9]=1)([CH2:5][CH3:6])[C:3]#[CH:4]. (5) Given the product [CH2:11]([O:15][C:16]1[C:21]([CH:22]([CH3:24])[CH3:23])=[CH:20][C:19]([CH:25]([CH3:26])[CH3:27])=[CH:18][C:17]=1[C:28]([CH3:32])=[CH:29][CH:39]=[CH:38][C:37](=[O:9])[C:34]([F:36])([F:35])[F:33])[CH2:12][CH2:13][CH3:14], predict the reactants needed to synthesize it. The reactants are: N1CCCCC1.C(O)(=[O:9])C.[CH2:11]([O:15][C:16]1[C:21]([CH:22]([CH3:24])[CH3:23])=[CH:20][C:19]([CH:25]([CH3:27])[CH3:26])=[CH:18][C:17]=1[C:28]([CH3:32])=[CH:29]C=O)[CH2:12][CH2:13][CH3:14].[F:33][C:34]([CH2:37][C:38](=O)[CH3:39])([F:36])[F:35].